From a dataset of Reaction yield outcomes from USPTO patents with 853,638 reactions. Predict the reaction yield, written as a fraction of the theoretical maximum amount of product (1.0 means a 100% yield; for example, 0.34 means a 34% yield). (1) The reactants are [CH3:1][C:2]([CH3:30])([CH3:29])[CH2:3][CH2:4][N:5]1[C:10](=[O:11])[C:9]([C:12]2[NH:17][C:16]3[CH:18]=[CH:19][C:20](I)=[CH:21][C:15]=3[S:14](=[O:24])(=[O:23])[N:13]=2)=[C:8]([OH:25])[C:7]2=[CH:26][CH:27]=[CH:28][N:6]12.[O-]P(OP(OP([O-])([O-])=O)([O-])=O)(=O)[O-].[K+].[K+].[K+].[K+].[K+].N(CC(O)=O)C.[CH3:55][S:56]([NH2:59])(=[O:58])=[O:57]. The catalyst is [Cu]I.CN(C)C=O. The product is [CH3:1][C:2]([CH3:30])([CH3:29])[CH2:3][CH2:4][N:5]1[C:10](=[O:11])[C:9]([C:12]2[NH:17][C:16]3[CH:18]=[CH:19][C:20]([NH:59][S:56]([CH3:55])(=[O:58])=[O:57])=[CH:21][C:15]=3[S:14](=[O:24])(=[O:23])[N:13]=2)=[C:8]([OH:25])[C:7]2=[CH:26][CH:27]=[CH:28][N:6]12. The yield is 0.510. (2) The reactants are [Cl:1][C:2]1[C:10]2[N:9]=[C:8]3[N:11]([C:15]4[CH:20]=[CH:19][C:18]([Cl:21])=[CH:17][C:16]=4[Cl:22])[CH2:12][CH2:13][CH2:14][N:7]3[C:6]=2[C:5]([CH:23]([OH:26])[CH2:24][CH3:25])=[CH:4][CH:3]=1.[C:27](OC(=O)C)(=[O:29])[CH3:28]. The catalyst is N1C=CC=CC=1. The product is [C:27]([O:26][CH:23]([C:5]1[C:6]2[N:7]3[CH2:14][CH2:13][CH2:12][N:11]([C:15]4[CH:20]=[CH:19][C:18]([Cl:21])=[CH:17][C:16]=4[Cl:22])[C:8]3=[N:9][C:10]=2[C:2]([Cl:1])=[CH:3][CH:4]=1)[CH2:24][CH3:25])(=[O:29])[CH3:28]. The yield is 0.800.